This data is from Forward reaction prediction with 1.9M reactions from USPTO patents (1976-2016). The task is: Predict the product of the given reaction. (1) Given the reactants [C:1]([O:5][C:6]([N:8]([C:25]1[C:30]([O:31][CH3:32])=[CH:29][N:28]=[C:27](Cl)[N:26]=1)[C:9]1[CH:10]=[C:11]2[C:15](=[CH:16][CH:17]=1)[N:14]([C:18]([O:20][C:21]([CH3:24])([CH3:23])[CH3:22])=[O:19])[N:13]=[CH:12]2)=[O:7])([CH3:4])([CH3:3])[CH3:2].[CH:34]([NH:37][C:38](=[O:56])[CH2:39][O:40][C:41]1[CH:46]=[CH:45][CH:44]=[C:43](B2OC(C)(C)C(C)(C)O2)[CH:42]=1)([CH3:36])[CH3:35].CC(OC(OC(OC(C)(C)C)=O)=O)(C)C.[F-].[Cs+], predict the reaction product. The product is: [C:1]([O:5][C:6]([N:8]([C:25]1[C:30]([O:31][CH3:32])=[CH:29][N:28]=[C:27]([C:45]2[CH:44]=[CH:43][CH:42]=[C:41]([O:40][CH2:39][C:38]([NH:37][CH:34]([CH3:36])[CH3:35])=[O:56])[CH:46]=2)[N:26]=1)[C:9]1[CH:10]=[C:11]2[C:15](=[CH:16][CH:17]=1)[N:14]([C:18]([O:20][C:21]([CH3:24])([CH3:23])[CH3:22])=[O:19])[N:13]=[CH:12]2)=[O:7])([CH3:4])([CH3:3])[CH3:2]. (2) Given the reactants [NH2:1][C:2]1[C:3]([C:10]([NH:12][C:13]2[CH:14]=[N:15][CH:16]=[CH:17][C:18]=2[C@@H:19]2[CH2:24][CH2:23][CH2:22][C@H:21]([N:25]3C(=O)C4C(=CC=CC=4)C3=O)[CH2:20]2)=[O:11])=[N:4][C:5](Br)=[C:6]([F:8])[CH:7]=1.[F:36][C:37]1[CH:42]=[CH:41][CH:40]=[C:39]([F:43])[C:38]=1B(O)O.C(N(CC)CC)C, predict the reaction product. The product is: [NH2:1][C:2]1[C:3]([C:10]([NH:12][C:13]2[CH:14]=[N:15][CH:16]=[CH:17][C:18]=2[C@@H:19]2[CH2:24][CH2:23][CH2:22][C@H:21]([NH2:25])[CH2:20]2)=[O:11])=[N:4][C:5]([C:38]2[C:37]([F:36])=[CH:42][CH:41]=[CH:40][C:39]=2[F:43])=[C:6]([F:8])[CH:7]=1.